From a dataset of Full USPTO retrosynthesis dataset with 1.9M reactions from patents (1976-2016). Predict the reactants needed to synthesize the given product. (1) The reactants are: [OH:1][CH2:2][C:3](=[O:5])[CH3:4].[O:6]1[CH:11]=[CH:10][CH2:9][CH2:8][CH2:7]1.C1(C)C=CC(S([O-])(=O)=O)=CC=1.[NH+]1C=CC=CC=1. Given the product [O:6]1[CH2:11][CH2:10][CH2:9][CH2:8][CH:7]1[O:1][CH2:2][C:3](=[O:5])[CH3:4], predict the reactants needed to synthesize it. (2) Given the product [CH2:14]([S:13][C:9]1[CH:8]=[C:7]2[C:12](=[CH:11][CH:10]=1)[NH:4][CH2:5][CH2:6]2)[CH:29]([CH3:30])[CH3:28], predict the reactants needed to synthesize it. The reactants are: C(O)C.[NH:4]1[C:12]2[C:7](=[CH:8][C:9]([S:13][C:14]#N)=[CH:10][CH:11]=2)[CH2:6][CH2:5]1.O.O.O.O.O.O.O.O.O.[S-2].[Na+].[Na+].[CH2:28](I)[CH:29](C)[CH3:30]. (3) Given the product [F:4][C:2]([C:5]1[O:9][C:8]([CH2:10][N:11]2[N:15]=[C:14]([NH:16][C:23]([C:21]3[N:22]=[C:18]([CH3:17])[O:19][C:20]=3[C:26]3[CH:31]=[CH:30][CH:29]=[C:28]([C:32]([F:35])([F:33])[F:34])[CH:27]=3)=[O:24])[CH:13]=[N:12]2)=[CH:7][CH:6]=1)([F:1])[CH3:3], predict the reactants needed to synthesize it. The reactants are: [F:1][C:2]([C:5]1[O:9][C:8]([CH2:10][N:11]2[N:15]=[C:14]([NH2:16])[CH:13]=[N:12]2)=[CH:7][CH:6]=1)([F:4])[CH3:3].[CH3:17][C:18]1[O:19][C:20]([C:26]2[CH:31]=[CH:30][CH:29]=[C:28]([C:32]([F:35])([F:34])[F:33])[CH:27]=2)=[C:21]([C:23](O)=[O:24])[N:22]=1. (4) Given the product [F:1][C:2]1[CH:17]=[C:16]([CH2:18][NH:25][CH2:24][CH2:23][CH2:22][CH:21]([CH3:26])[CH3:20])[CH:15]=[CH:14][C:3]=1[O:4][C:5]1[CH:6]=[CH:7][C:8]([C:11]([NH2:13])=[O:12])=[N:9][CH:10]=1, predict the reactants needed to synthesize it. The reactants are: [F:1][C:2]1[CH:17]=[C:16]([CH:18]=O)[CH:15]=[CH:14][C:3]=1[O:4][C:5]1[CH:6]=[CH:7][C:8]([C:11]([NH2:13])=[O:12])=[N:9][CH:10]=1.[CH3:20][CH:21]([CH3:26])[CH2:22][CH2:23][CH2:24][NH2:25].[BH4-].[Na+]. (5) Given the product [Cl:8][C:5]1[N:4]=[N:3][C:2]([NH:1][C:17](=[O:22])[C:18]([O:20][CH3:21])=[O:19])=[CH:7][CH:6]=1, predict the reactants needed to synthesize it. The reactants are: [NH2:1][C:2]1[N:3]=[N:4][C:5]([Cl:8])=[CH:6][CH:7]=1.C(N(CC)CC)C.Cl[C:17](=[O:22])[C:18]([O:20][CH3:21])=[O:19].O. (6) Given the product [CH2:17]([O:24][C:25]1[CH:30]=[C:29]([O:31][CH2:32][C:33]2[CH:38]=[CH:37][CH:36]=[CH:35][CH:34]=2)[CH:28]=[CH:27][C:26]=1[CH:39]1[CH2:42][N:41]([C:1]([C:2]2[CH:7]=[CH:6][CH:5]=[CH:4][CH:3]=2)=[O:8])[CH2:40]1)[C:18]1[CH:23]=[CH:22][CH:21]=[CH:20][CH:19]=1, predict the reactants needed to synthesize it. The reactants are: [C:1](Cl)(=[O:8])[C:2]1[CH:7]=[CH:6][CH:5]=[CH:4][CH:3]=1.FC(F)(F)C(O)=O.[CH2:17]([O:24][C:25]1[CH:30]=[C:29]([O:31][CH2:32][C:33]2[CH:38]=[CH:37][CH:36]=[CH:35][CH:34]=2)[CH:28]=[CH:27][C:26]=1[CH:39]1[CH2:42][NH:41][CH2:40]1)[C:18]1[CH:23]=[CH:22][CH:21]=[CH:20][CH:19]=1. (7) Given the product [Cl:38][C:32]1[C:33]([Cl:37])=[CH:34][CH:35]=[CH:36][C:31]=1[CH2:30][N:4]1[C:5]2[CH:11]=[C:10]([N:12]3[CH2:17][CH2:16][O:15][CH2:14][CH2:13]3)[CH:9]=[C:8]([C:18]([O:20][CH3:21])=[O:19])[C:6]=2[N:7]=[C:3]1[CH:2]([F:1])[F:22], predict the reactants needed to synthesize it. The reactants are: [F:1][CH:2]([F:22])[C:3]1[NH:7][C:6]2[C:8]([C:18]([O:20][CH3:21])=[O:19])=[CH:9][C:10]([N:12]3[CH2:17][CH2:16][O:15][CH2:14][CH2:13]3)=[CH:11][C:5]=2[N:4]=1.C([O-])([O-])=O.[K+].[K+].Br[CH2:30][C:31]1[CH:36]=[CH:35][CH:34]=[C:33]([Cl:37])[C:32]=1[Cl:38].